From a dataset of Full USPTO retrosynthesis dataset with 1.9M reactions from patents (1976-2016). Predict the reactants needed to synthesize the given product. Given the product [Br:1][C:2]1[CH:7]=[CH:6][C:5]([S:8]([N:11]2[CH2:18][CH2:17][C:14]([CH2:15][NH:22][CH:19]([CH3:21])[CH3:20])([OH:16])[CH2:13][CH2:12]2)(=[O:10])=[O:9])=[CH:4][CH:3]=1, predict the reactants needed to synthesize it. The reactants are: [Br:1][C:2]1[CH:7]=[CH:6][C:5]([S:8]([N:11]2[CH2:18][CH2:17][C:14]3([O:16][CH2:15]3)[CH2:13][CH2:12]2)(=[O:10])=[O:9])=[CH:4][CH:3]=1.[CH:19]([NH2:22])([CH3:21])[CH3:20].